Dataset: Tox21: 12 toxicity assays (nuclear receptors and stress response pathways). Task: Binary classification across 12 toxicity assays. (1) The molecule is CCCCCc1ccc(N)cc1. It tested positive (active) for: NR-Aromatase (Aromatase enzyme inhibition). (2) The molecule is Oc1ccccc1-c1ccccc1. It tested positive (active) for: SR-MMP (Mitochondrial Membrane Potential disruption). (3) The compound is C[C@]12C[C@H](O)[C@H]3[C@@H](CCC4=CC(=O)CC[C@@]43C)[C@@H]1CC[C@]2(O)C(=O)COP(=O)([O-])[O-]. It tested positive (active) for: NR-AR (Androgen Receptor agonist activity), NR-AR-LBD (Androgen Receptor Ligand Binding Domain agonist), and NR-ER (Estrogen Receptor agonist activity). (4) The drug is CCC[C@@]1(CCc2ccccc2)CC(O)=C([C@H](CC)c2cccc(NS(=O)(=O)c3ccc(C(F)(F)F)cn3)c2)C(=O)O1. It tested positive (active) for: SR-MMP (Mitochondrial Membrane Potential disruption). (5) The molecule is CC1=C(/C=C/C(C)=C/C=C\C(C)=C\C(=O)Nc2ccc(O)cc2)C(C)(C)CCC1. It tested positive (active) for: SR-MMP (Mitochondrial Membrane Potential disruption).